The task is: Predict the product of the given reaction.. This data is from Forward reaction prediction with 1.9M reactions from USPTO patents (1976-2016). (1) Given the reactants [CH3:1][O:2][C:3]1[C:9]2[CH:10]=[CH:11][CH:12]=[CH:13][C:8]=2[N:7]([C:14](Cl)=[O:15])[C:6]2[CH:17]=[CH:18][CH:19]=[CH:20][C:5]=2[CH:4]=1.[NH3:21], predict the reaction product. The product is: [CH3:1][O:2][C:3]1[C:9]2[CH:10]=[CH:11][CH:12]=[CH:13][C:8]=2[N:7]([C:14]([NH2:21])=[O:15])[C:6]2[CH:17]=[CH:18][CH:19]=[CH:20][C:5]=2[CH:4]=1. (2) Given the reactants [N+:1]([C:4]1[CH:13]=[CH:12][CH:11]=[C:10]2[C:5]=1[CH:6]=[CH:7][CH:8]=[N+:9]2[O-])([O-:3])=[O:2].C1(C)C(S(Cl)(=O)=[O:22])=CC=CC=1.C(N([CH2:31][CH3:32])CC)C, predict the reaction product. The product is: [CH2:31]([O:22][C:8]1[CH:7]=[CH:6][C:5]2[C:10](=[CH:11][CH:12]=[CH:13][C:4]=2[N+:1]([O-:3])=[O:2])[N:9]=1)[CH3:32]. (3) The product is: [OH:18][C:12]1[CH:13]=[C:14]([OH:17])[CH:15]=[CH:16][C:11]=1[C:9](=[O:10])[CH2:8][C:5]1[CH:6]=[CH:7][C:2]([C:19]#[N:20])=[CH:3][CH:4]=1. Given the reactants Br[C:2]1[CH:7]=[CH:6][C:5]([CH2:8][C:9]([C:11]2[CH:16]=[CH:15][C:14]([OH:17])=[CH:13][C:12]=2[OH:18])=[O:10])=[CH:4][CH:3]=1.[C:19]([Cu])#[N:20].O.CCOC(C)=O, predict the reaction product. (4) Given the reactants F[C:2]1[CH:3]=[C:4]2[C:8](=[C:9]([F:11])[CH:10]=1)N[C:6](=[O:12])[CH2:5]2.F[C:14]1[CH:19]=[C:18]([F:20])[CH:17]=[C:16]([F:21])[C:15]=1[N+:22]([O-])=O.[H-].[Na+].FC1[CH:29]=[C:30]([C@H:34]2[O:36][C@@H]2CO)[CH:31]=CC=1.[Na].N1C2C(=CC=CC=2)C[C:41]1=[O:49], predict the reaction product. The product is: [F:20][C:18]1[CH:19]=[C:14]2[C:15](=[C:16]([F:21])[CH:17]=1)[N:22]([C@@H:5]([C:4]1[CH:3]=[CH:2][CH:10]=[C:9]([F:11])[CH:8]=1)[C@H:6]([OH:12])[CH2:41][OH:49])[C:34](=[O:36])[C:30]2([CH3:31])[CH3:29]. (5) Given the reactants [H-].[Na+].[Br:3][C:4]1[CH:9]=[CH:8][C:7]([CH2:10][C:11]#[N:12])=[C:6]([F:13])[CH:5]=1.Br[CH2:15][CH2:16]Br, predict the reaction product. The product is: [Br:3][C:4]1[CH:9]=[CH:8][C:7]([C:10]2([C:11]#[N:12])[CH2:16][CH2:15]2)=[C:6]([F:13])[CH:5]=1. (6) Given the reactants [C:1]1([C:7]2[CH:8]=[C:9]3[C:13](=[C:14]([C:16]([NH2:18])=[O:17])[CH:15]=2)[NH:12][CH:11]=[C:10]3[CH:19]2[CH2:24][CH2:23][NH:22][CH2:21][CH2:20]2)[CH:6]=[CH:5][CH:4]=[CH:3][CH:2]=1.[CH3:25][O:26][C:27]1[CH:32]=[CH:31][C:30]([S:33](Cl)(=[O:35])=[O:34])=[CH:29][CH:28]=1.C(N(CC)CC)C, predict the reaction product. The product is: [CH3:25][O:26][C:27]1[CH:28]=[CH:29][C:30]([S:33]([N:22]2[CH2:23][CH2:24][CH:19]([C:10]3[C:9]4[C:13](=[C:14]([C:16]([NH2:18])=[O:17])[CH:15]=[C:7]([C:1]5[CH:2]=[CH:3][CH:4]=[CH:5][CH:6]=5)[CH:8]=4)[NH:12][CH:11]=3)[CH2:20][CH2:21]2)(=[O:35])=[O:34])=[CH:31][CH:32]=1. (7) Given the reactants [NH2:1][CH2:2][C:3]1[NH:7][N:6]=[C:5]([C:8]2[CH:13]=[CH:12][C:11]([F:14])=[CH:10][CH:9]=2)[C:4]=1[C:15]1[CH:20]=[CH:19][N:18]=[CH:17][CH:16]=1.[N+](C1C=CC([C:30]([O-])=[O:31])=CC=1)([O-])=O, predict the reaction product. The product is: [CH:30]([NH:1][CH2:2][C:3]1[NH:7][N:6]=[C:5]([C:8]2[CH:9]=[CH:10][C:11]([F:14])=[CH:12][CH:13]=2)[C:4]=1[C:15]1[CH:16]=[CH:17][N:18]=[CH:19][CH:20]=1)=[O:31].